This data is from CYP1A2 inhibition data for predicting drug metabolism from PubChem BioAssay. The task is: Regression/Classification. Given a drug SMILES string, predict its absorption, distribution, metabolism, or excretion properties. Task type varies by dataset: regression for continuous measurements (e.g., permeability, clearance, half-life) or binary classification for categorical outcomes (e.g., BBB penetration, CYP inhibition). Dataset: cyp1a2_veith. (1) The compound is CCC#CCOCC(=O)Nc1ccccc1. The result is 1 (inhibitor). (2) The compound is Nc1ccccc1C(=O)OCC(=O)Nc1ccc(Br)cc1F. The result is 1 (inhibitor). (3) The compound is COc1ccccc1CN1CCCC2(CCN(C(=O)c3cc(C(F)(F)F)cc(C(F)(F)F)c3)CC2)C1. The result is 0 (non-inhibitor). (4) The drug is Cc1nnc2ccc(-c3cccc(C(F)(F)F)c3)nn12. The result is 1 (inhibitor). (5) The molecule is CCCN(/C=N/c1sc2c(c1C#N)CCCCC2)CCC. The result is 1 (inhibitor). (6) The molecule is O=C(Nc1cccc2cccnc12)[C@H]1[C@@H]2CC[C@@H](O2)[C@@H]1C(=O)O. The result is 0 (non-inhibitor). (7) The molecule is CC1CCN(C(=O)C2CCN(S(=O)(=O)c3cccc4nonc34)CC2)CC1. The result is 0 (non-inhibitor).